Dataset: Full USPTO retrosynthesis dataset with 1.9M reactions from patents (1976-2016). Task: Predict the reactants needed to synthesize the given product. Given the product [Br:16][C:17]1[CH:18]=[N:19][C:20]([C:3]2[C:2]([F:1])=[CH:7][C:6]([O:8][CH3:9])=[CH:5][C:4]=2[F:10])=[N:21][CH:22]=1, predict the reactants needed to synthesize it. The reactants are: [F:1][C:2]1[CH:7]=[C:6]([O:8][CH3:9])[CH:5]=[C:4]([F:10])[CH:3]=1.[Li]CCCC.[Br:16][C:17]1[CH:18]=[N:19][C:20](I)=[N:21][CH:22]=1.